From a dataset of Full USPTO retrosynthesis dataset with 1.9M reactions from patents (1976-2016). Predict the reactants needed to synthesize the given product. Given the product [CH2:25]([N:8]([CH2:9][CH:10]1[CH2:11][CH2:12][N:13]([C:16]([O:18][C:19]([CH3:22])([CH3:21])[CH3:20])=[O:17])[CH2:14][CH2:15]1)[C:5]1[CH:4]=[CH:3][C:2]([Br:1])=[CH:7][CH:6]=1)[C:26]1[CH:31]=[CH:30][CH:29]=[CH:28][CH:27]=1, predict the reactants needed to synthesize it. The reactants are: [Br:1][C:2]1[CH:7]=[CH:6][C:5]([NH:8][CH2:9][CH:10]2[CH2:15][CH2:14][N:13]([C:16]([O:18][C:19]([CH3:22])([CH3:21])[CH3:20])=[O:17])[CH2:12][CH2:11]2)=[CH:4][CH:3]=1.[H-].[Na+].[CH2:25](Br)[C:26]1[CH:31]=[CH:30][CH:29]=[CH:28][CH:27]=1.O.